This data is from Catalyst prediction with 721,799 reactions and 888 catalyst types from USPTO. The task is: Predict which catalyst facilitates the given reaction. (1) The catalyst class is: 3. Reactant: [CH2:1]([O:8][C:9]1[CH:24]=[CH:23][C:12]([NH:13][C:14]2[CH:19]=[CH:18][C:17]([CH:20]([CH3:22])[CH3:21])=[CH:16][CH:15]=2)=[CH:11][CH:10]=1)[C:2]1[CH:7]=[CH:6][CH:5]=[CH:4][CH:3]=1.[H-].[Na+].I[CH2:28][CH3:29]. Product: [CH2:1]([O:8][C:9]1[CH:10]=[CH:11][C:12]([N:13]([CH2:28][CH3:29])[C:14]2[CH:15]=[CH:16][C:17]([CH:20]([CH3:21])[CH3:22])=[CH:18][CH:19]=2)=[CH:23][CH:24]=1)[C:2]1[CH:3]=[CH:4][CH:5]=[CH:6][CH:7]=1. (2) Reactant: [C:1]([NH:5][C:6]1[C:15]2[C:10](=[CH:11][CH:12]=[C:13]([C:16]([OH:18])=O)[CH:14]=2)[CH:9]=[CH:8][N:7]=1)([CH3:4])([CH3:3])[CH3:2].Cl.[C:20]([N:24]1[CH:32]=[C:31]2[C:26]([C:27](=[O:38])[NH:28][C:29]3([CH2:37][CH2:36][NH:35][CH2:34][CH2:33]3)[CH2:30]2)=[N:25]1)([CH3:23])([CH3:22])[CH3:21].C(N(CC)CC)C.CCCP1(OP(CCC)(=O)OP(CCC)(=O)O1)=O. Product: [C:20]([N:24]1[CH:32]=[C:31]2[C:26]([C:27](=[O:38])[NH:28][C:29]3([CH2:37][CH2:36][N:35]([C:16]([C:13]4[CH:14]=[C:15]5[C:10]([CH:9]=[CH:8][N:7]=[C:6]5[NH:5][C:1]([CH3:2])([CH3:3])[CH3:4])=[CH:11][CH:12]=4)=[O:18])[CH2:34][CH2:33]3)[CH2:30]2)=[N:25]1)([CH3:23])([CH3:21])[CH3:22]. The catalyst class is: 9.